This data is from Full USPTO retrosynthesis dataset with 1.9M reactions from patents (1976-2016). The task is: Predict the reactants needed to synthesize the given product. (1) Given the product [Cl:1][C:2]1[CH:3]=[C:4]([O:18][CH3:19])[C:5]([NH:8][S:9]([C:12]2[CH:26]=[CH:27][CH:28]=[C:23]([O:22][C:21]([F:34])([F:33])[F:20])[CH:16]=2)(=[O:11])=[O:10])=[N:6][CH:7]=1, predict the reactants needed to synthesize it. The reactants are: [Cl:1][C:2]1[CH:3]=[C:4]([O:18][CH3:19])[C:5]([NH:8][S:9]([C:12]2N=CN(C)[CH:16]=2)(=[O:11])=[O:10])=[N:6][CH:7]=1.[F:20][C:21]([F:34])([F:33])[O:22][C:23]1C=C(S(Cl)(=O)=O)[CH:26]=[CH:27][CH:28]=1.CN1C=C(S(Cl)(=O)=O)N=C1. (2) Given the product [CH2:1]([O:3][C:4]([C:6]1[C:7]([OH:29])=[C:8]2[C:14]([C:31]#[N:33])=[C:13]([C:16]3[CH:21]=[CH:20][C:19]([F:22])=[CH:18][CH:17]=3)[N:12]([C:23]3[CH:28]=[CH:27][CH:26]=[CH:25][CH:24]=3)[C:9]2=[CH:10][N:11]=1)=[O:5])[CH3:2], predict the reactants needed to synthesize it. The reactants are: [CH2:1]([O:3][C:4]([C:6]1[C:7]([OH:29])=[C:8]2[C:14](Br)=[C:13]([C:16]3[CH:21]=[CH:20][C:19]([F:22])=[CH:18][CH:17]=3)[N:12]([C:23]3[CH:28]=[CH:27][CH:26]=[CH:25][CH:24]=3)[C:9]2=[CH:10][N:11]=1)=[O:5])[CH3:2].C[C:31]([N:33](C)C)=O. (3) Given the product [Cl:1][C:2]1[CH:3]=[CH:4][C:5]2[NH:11][C:10]3[CH:12]=[CH:13][CH:14]=[CH:15][C:9]=3[C:8]([NH:19][CH:20]3[CH2:24][CH2:23][NH:22][CH2:21]3)=[N:7][C:6]=2[CH:18]=1, predict the reactants needed to synthesize it. The reactants are: [Cl:1][C:2]1[CH:3]=[CH:4][C:5]2[NH:11][C:10]3[CH:12]=[CH:13][CH:14]=[CH:15][C:9]=3[C:8](SC)=[N:7][C:6]=2[CH:18]=1.[NH2:19][CH:20]1[CH2:24][CH2:23][N:22](NC(OC(C)(C)C)=O)[CH2:21]1.